Dataset: Merck oncology drug combination screen with 23,052 pairs across 39 cell lines. Task: Regression. Given two drug SMILES strings and cell line genomic features, predict the synergy score measuring deviation from expected non-interaction effect. Drug 1: CN1C(=O)C=CC2(C)C3CCC4(C)C(NC(=O)OCC(F)(F)F)CCC4C3CCC12. Drug 2: NC(=O)c1cccc2cn(-c3ccc(C4CCCNC4)cc3)nc12. Cell line: EFM192B. Synergy scores: synergy=13.7.